From a dataset of Reaction yield outcomes from USPTO patents with 853,638 reactions. Predict the reaction yield, written as a fraction of the theoretical maximum amount of product (1.0 means a 100% yield; for example, 0.34 means a 34% yield). (1) The reactants are [F:1][C:2]1[C:3](=[O:18])[N:4]([CH3:17])[CH:5]=[C:6](B2OC(C)(C)C(C)(C)O2)[CH:7]=1.Br[C:20]1[CH:25]=[C:24]([S:26]([CH3:29])(=[O:28])=[O:27])[CH:23]=[CH:22][C:21]=1[O:30][CH2:31][CH:32]1[CH2:34][CH2:33]1. The catalyst is O1CCOCC1.C(=O)(O)[O-].C1C=CC(P(C2C=CC=CC=2)[C-]2C=CC=C2)=CC=1.C1C=CC(P(C2C=CC=CC=2)[C-]2C=CC=C2)=CC=1.Cl[Pd]Cl.[Fe+2]. The product is [CH:32]1([CH2:31][O:30][C:21]2[CH:20]=[CH:25][C:24]([S:26]([CH3:29])(=[O:28])=[O:27])=[CH:23][C:22]=2[C:6]2[CH:7]=[C:2]([F:1])[C:3](=[O:18])[N:4]([CH3:17])[CH:5]=2)[CH2:33][CH2:34]1. The yield is 0.460. (2) The reactants are [CH3:1][C:2](C)([O-])[CH3:3].[K+].[Br:7][C:8]1[CH:14]=[C:13]([N+:15]([O-:17])=[O:16])[CH:12]=[CH:11][C:9]=1[NH2:10].C(Br)C=C. The catalyst is CN(C=O)C. The product is [CH2:3]([NH:10][C:9]1[CH:11]=[CH:12][C:13]([N+:15]([O-:17])=[O:16])=[CH:14][C:8]=1[Br:7])[CH:2]=[CH2:1]. The yield is 0.380. (3) The reactants are [Br:1][C:2]1[CH:7]=[CH:6][CH:5]=[CH:4][C:3]=1[S:8]([N:11]1[CH2:16][CH2:15][CH2:14][CH:13]([NH:17]C(=O)OC(C)(C)C)[CH2:12]1)(=[O:10])=[O:9].[ClH:25].CCOCC. The catalyst is C(Cl)Cl. The product is [ClH:25].[Br:1][C:2]1[CH:7]=[CH:6][CH:5]=[CH:4][C:3]=1[S:8]([N:11]1[CH2:16][CH2:15][CH2:14][CH:13]([NH2:17])[CH2:12]1)(=[O:10])=[O:9]. The yield is 1.00.